Task: Predict which catalyst facilitates the given reaction.. Dataset: Catalyst prediction with 721,799 reactions and 888 catalyst types from USPTO (1) Reactant: [F:1][C:2]([F:37])([F:36])[C:3]1[CH:8]=[CH:7][C:6](/[CH:9]=[CH:10]/[C:11]2[O:12][CH:13]=[C:14]([CH2:16][O:17][C:18]3[CH:23]=[CH:22][C:21]([CH2:24][CH2:25][CH2:26][CH2:27][N:28]4[CH:32]=[CH:31][N:30]=[C:29]4[CH2:33][CH2:34][NH2:35])=[CH:20][CH:19]=3)[N:15]=2)=[CH:5][CH:4]=1.[CH3:38][CH:39]([S:41](Cl)(=[O:43])=[O:42])[CH3:40]. Product: [F:37][C:2]([F:36])([F:1])[C:3]1[CH:8]=[CH:7][C:6](/[CH:9]=[CH:10]/[C:11]2[O:12][CH:13]=[C:14]([CH2:16][O:17][C:18]3[CH:23]=[CH:22][C:21]([CH2:24][CH2:25][CH2:26][CH2:27][N:28]4[CH:32]=[CH:31][N:30]=[C:29]4[CH2:33][CH2:34][NH:35][S:41]([CH:39]([CH3:40])[CH3:38])(=[O:43])=[O:42])=[CH:20][CH:19]=3)[N:15]=2)=[CH:5][CH:4]=1. The catalyst class is: 66. (2) The catalyst class is: 435. Product: [Br:1][C:2]1[CH:8]=[C:7]([C:9]([F:10])([F:11])[F:12])[CH:6]=[C:4]2[C:3]=1[CH:13]=[CH:14][NH:5]2. Reactant: [Br:1][C:2]1[C:3]([C:13]#[CH:14])=[C:4]([CH:6]=[C:7]([C:9]([F:12])([F:11])[F:10])[CH:8]=1)[NH2:5].CC(C)([O-])C.[K+]. (3) Reactant: [CH3:1][C:2]1[CH:10]=[CH:9][C:8]2[NH:7][C:6]3[CH2:11][CH2:12][N:13]([C:15]4[CH:20]=[CH:19][CH:18]=[CH:17][CH:16]=4)[CH2:14][C:5]=3[C:4]=2[CH:3]=1.[CH3:21][C:22]1[CH:27]=[CH:26][C:25]([CH:28]=[CH2:29])=[CH:24][N:23]=1.[OH-].[K+]. Product: [CH3:1][C:2]1[CH:10]=[CH:9][C:8]2[N:7]([CH2:29][CH2:28][C:25]3[CH:24]=[N:23][C:22]([CH3:21])=[CH:27][CH:26]=3)[C:6]3[CH2:11][CH2:12][N:13]([C:15]4[CH:20]=[CH:19][CH:18]=[CH:17][CH:16]=4)[CH2:14][C:5]=3[C:4]=2[CH:3]=1. The catalyst class is: 37. (4) Reactant: [C:1]1([CH2:7][O:8][N:9]2[C:15](=[O:16])[N:14]3[CH2:17][C@H:10]2[CH2:11][CH2:12][C@H:13]3[C:18]([OH:20])=O)[CH:6]=[CH:5][CH:4]=[CH:3][CH:2]=1.C(N(CC)CC)C.[I-].ClC1C=CC=C[N+]=1C.[C:37]([NH:44][CH2:45][C:46]1[CH:52]=[CH:51][C:49]([NH2:50])=[CH:48][CH:47]=1)([O:39][C:40]([CH3:43])([CH3:42])[CH3:41])=[O:38]. Product: [CH2:7]([O:8][N:9]1[C:15](=[O:16])[N:14]2[CH2:17][C@H:10]1[CH2:11][CH2:12][C@H:13]2[C:18]([NH:50][C:49]1[CH:51]=[CH:52][C:46]([CH2:45][NH:44][C:37](=[O:38])[O:39][C:40]([CH3:42])([CH3:43])[CH3:41])=[CH:47][CH:48]=1)=[O:20])[C:1]1[CH:2]=[CH:3][CH:4]=[CH:5][CH:6]=1. The catalyst class is: 4. (5) Reactant: C1C=CC(P(C2C=CC=CC=2)C2C=CC=CC=2)=CC=1.CC(OC(/N=N/C(OC(C)C)=O)=O)C.[C:34]1(=[O:44])[NH:38][C:37](=[O:39])[C:36]2=[CH:40][CH:41]=[CH:42][CH:43]=[C:35]12.[Cl:45][C:46]1[C:51]([O:52][CH3:53])=[CH:50][C:49]([O:54][CH3:55])=[C:48]([Cl:56])[C:47]=1[C:57]1[CH:58]=[C:59]2[C:64](=[CH:65][CH:66]=1)[N:63]=[C:62]([NH:67][C@H:68]1[C@H:72](O)[CH2:71][C@@H:70]([C:74]([O:76][CH3:77])=[O:75])[CH2:69]1)[N:61]=[CH:60]2. Product: [Cl:56][C:48]1[C:49]([O:54][CH3:55])=[CH:50][C:51]([O:52][CH3:53])=[C:46]([Cl:45])[C:47]=1[C:57]1[CH:58]=[C:59]2[C:64](=[CH:65][CH:66]=1)[N:63]=[C:62]([NH:67][C@H:68]1[C@@H:72]([N:38]3[C:34](=[O:44])[C:35]4[C:36](=[CH:40][CH:41]=[CH:42][CH:43]=4)[C:37]3=[O:39])[CH2:71][CH:70]([C:74]([O:76][CH3:77])=[O:75])[CH2:69]1)[N:61]=[CH:60]2. The catalyst class is: 1. (6) Reactant: [Cl:1][C:2]1[CH:3]=[C:4]([C:9]2[CH2:10][C:11](=[O:24])[N:12]([C:14]3[CH:23]=[CH:22][C:21]4[C:16](=[CH:17][CH:18]=[CH:19][CH:20]=4)[CH:15]=3)[N:13]=2)[CH:5]=[C:6]([Cl:8])[CH:7]=1.Br[CH2:26][CH2:27][CH2:28][O:29][Si:30]([C:33]([CH3:36])([CH3:35])[CH3:34])([CH3:32])[CH3:31].C(=O)([O-])[O-].[K+].[K+]. Product: [Si:30]([O:29][CH2:28][CH2:27][CH2:26][O:24][C:11]1[N:12]([C:14]2[CH:23]=[CH:22][C:21]3[C:16](=[CH:17][CH:18]=[CH:19][CH:20]=3)[CH:15]=2)[N:13]=[C:9]([C:4]2[CH:5]=[C:6]([Cl:8])[CH:7]=[C:2]([Cl:1])[CH:3]=2)[CH:10]=1)([C:33]([CH3:34])([CH3:35])[CH3:36])([CH3:32])[CH3:31]. The catalyst class is: 9.